Dataset: Full USPTO retrosynthesis dataset with 1.9M reactions from patents (1976-2016). Task: Predict the reactants needed to synthesize the given product. Given the product [Cl:1][C:2]1[CH:11]=[C:10]2[C:5]([CH:6]=[C:7]([C:25]([NH:27][NH2:28])=[NH:26])[N:8]=[C:9]2[O:12][C@H:13]2[CH2:17][CH2:16][N:15]([C:18]([O:20][C:21]([CH3:23])([CH3:22])[CH3:24])=[O:19])[CH2:14]2)=[CH:4][CH:3]=1, predict the reactants needed to synthesize it. The reactants are: [Cl:1][C:2]1[CH:11]=[C:10]2[C:5]([CH:6]=[C:7]([C:25]#[N:26])[N:8]=[C:9]2[O:12][C@H:13]2[CH2:17][CH2:16][N:15]([C:18]([O:20][C:21]([CH3:24])([CH3:23])[CH3:22])=[O:19])[CH2:14]2)=[CH:4][CH:3]=1.[NH2:27][NH2:28].O.